Predict the reaction yield, written as a fraction of the theoretical maximum amount of product (1.0 means a 100% yield; for example, 0.34 means a 34% yield). From a dataset of Reaction yield outcomes from USPTO patents with 853,638 reactions. The reactants are Cl[C:2]1[N:7]=[C:6]([CH3:8])[C:5]([CH:9]([CH2:14][CH2:15][CH3:16])[C:10]([O:12][CH3:13])=[O:11])=[C:4]([C:17]2[CH:22]=[CH:21][C:20]([CH3:23])=[CH:19][CH:18]=2)[N:3]=1.[CH3:24][NH:25][CH:26]1[CH2:31][CH2:30][CH2:29][CH2:28][CH2:27]1. The catalyst is C1COCC1.C(=O)([O-])O.[Na+]. The product is [CH:26]1([N:25]([CH3:24])[C:2]2[N:7]=[C:6]([CH3:8])[C:5]([CH:9]([CH2:14][CH2:15][CH3:16])[C:10]([O:12][CH3:13])=[O:11])=[C:4]([C:17]3[CH:22]=[CH:21][C:20]([CH3:23])=[CH:19][CH:18]=3)[N:3]=2)[CH2:31][CH2:30][CH2:29][CH2:28][CH2:27]1. The yield is 0.490.